This data is from Forward reaction prediction with 1.9M reactions from USPTO patents (1976-2016). The task is: Predict the product of the given reaction. (1) Given the reactants [OH:1][CH2:2][C:3]1[N:8]=[CH:7][C:6]([N:9]2[CH2:14][CH2:13][N:12]([C:15]([O:17][C:18]([CH3:21])([CH3:20])[CH3:19])=[O:16])[CH2:11][CH2:10]2)=[CH:5][CH:4]=1.[CH:22]1([C:28]2[CH:33]=[CH:32][C:31](O)=[CH:30][C:29]=2[C:35]([F:38])([F:37])[F:36])[CH2:27][CH2:26][CH2:25][CH2:24][CH2:23]1.N(C(N1CCCCC1)=O)=NC(N1CCCCC1)=O.C1C=CC(P(C2C=CC=CC=2)C2C=CC=CC=2)=CC=1, predict the reaction product. The product is: [CH:22]1([C:28]2[CH:33]=[CH:32][C:31]([O:1][CH2:2][C:3]3[N:8]=[CH:7][C:6]([N:9]4[CH2:14][CH2:13][N:12]([C:15]([O:17][C:18]([CH3:21])([CH3:20])[CH3:19])=[O:16])[CH2:11][CH2:10]4)=[CH:5][CH:4]=3)=[CH:30][C:29]=2[C:35]([F:36])([F:37])[F:38])[CH2:23][CH2:24][CH2:25][CH2:26][CH2:27]1. (2) The product is: [Cl:17][C:18]1[CH:23]=[C:22]([C:4]2[CH:5]=[CH:6][CH:7]=[C:2]([F:1])[CH:3]=2)[N:21]=[C:20]([CH3:25])[N:19]=1. Given the reactants [F:1][C:2]1[CH:3]=[C:4](B(O)O)[CH:5]=[CH:6][CH:7]=1.C(=O)([O-])[O-].[K+].[K+].[Cl:17][C:18]1[CH:23]=[C:22](Cl)[N:21]=[C:20]([CH3:25])[N:19]=1.[Cl-].[NH4+], predict the reaction product. (3) Given the reactants [NH2:1][CH2:2][CH2:3][O:4][N:5]=[CH:6][C:7]1[C:8]([F:30])=[C:9]([F:29])[C:10]([NH:20][C:21]2[CH:26]=[CH:25][C:24]([I:27])=[CH:23][C:22]=2[F:28])=[C:11]([CH:19]=1)[C:12]([NH:14][O:15][CH2:16][CH2:17][OH:18])=[O:13].CON(C(C)=O)[C:34](=[O:36])[CH3:35], predict the reaction product. The product is: [C:34]([NH:1][CH2:2][CH2:3][O:4][N:5]=[CH:6][C:7]1[C:8]([F:30])=[C:9]([F:29])[C:10]([NH:20][C:21]2[CH:26]=[CH:25][C:24]([I:27])=[CH:23][C:22]=2[F:28])=[C:11]([CH:19]=1)[C:12]([NH:14][O:15][CH2:16][CH2:17][OH:18])=[O:13])(=[O:36])[CH3:35]. (4) Given the reactants [CH3:1][O:2][C:3](=[O:29])[C:4]1[CH:9]=[CH:8][C:7]([CH2:10][CH:11]([C:19]([O:21]CC2C=CC=CC=2)=[O:20])[C:12]2[CH:17]=[CH:16][C:15]([Br:18])=[CH:14][CH:13]=2)=[CH:6][CH:5]=1, predict the reaction product. The product is: [CH3:1][O:2][C:3](=[O:29])[C:4]1[CH:5]=[CH:6][C:7]([CH2:10][CH:11]([C:12]2[CH:13]=[CH:14][C:15]([Br:18])=[CH:16][CH:17]=2)[C:19]([OH:21])=[O:20])=[CH:8][CH:9]=1. (5) Given the reactants [OH:1][C:2]1[CH:3]=[C:4](B(O)O)[CH:5]=[CH:6][CH:7]=1.Br[C:12]1[S:13][C:14]([CH3:17])=[CH:15][N:16]=1.[O-]P([O-])([O-])=O.[K+].[K+].[K+], predict the reaction product. The product is: [CH3:17][C:14]1[S:13][C:12]([C:4]2[CH:3]=[C:2]([OH:1])[CH:7]=[CH:6][CH:5]=2)=[N:16][CH:15]=1.